This data is from Catalyst prediction with 721,799 reactions and 888 catalyst types from USPTO. The task is: Predict which catalyst facilitates the given reaction. (1) Reactant: [C:1]([C@H:4]1[C@H:9]2[O:10][C@H:6]([CH2:7][CH2:8]2)[C@H:5]1[NH:11]C(=O)OC(C)(C)C)(=[O:3])[NH2:2].C(O)(C(F)(F)F)=O. Product: [NH2:11][C@@H:5]1[C@@H:6]2[O:10][C@@H:9]([CH2:8][CH2:7]2)[C@@H:4]1[C:1]([NH2:2])=[O:3]. The catalyst class is: 2. (2) Reactant: [F:1][C:2]1[CH:16]=[CH:15][C:14]([F:17])=[CH:13][C:3]=1[CH2:4][C:5]1[O:9][N:8]=[C:7]([C:10]([OH:12])=O)[CH:6]=1.[F:18][C:19]([F:33])([F:32])[C:20]1[CH:21]=[C:22]2[C:26](=[CH:27][CH:28]=1)[NH:25][CH:24]=[C:23]2[CH2:29][CH2:30][NH2:31].CN(C(ON1N=NC2C=CC=NC1=2)=[N+](C)C)C.F[P-](F)(F)(F)(F)F.C(N(CC)C(C)C)(C)C. Product: [F:1][C:2]1[CH:16]=[CH:15][C:14]([F:17])=[CH:13][C:3]=1[CH2:4][C:5]1[O:9][N:8]=[C:7]([C:10]([NH:31][CH2:30][CH2:29][C:23]2[C:22]3[C:26](=[CH:27][CH:28]=[C:20]([C:19]([F:33])([F:18])[F:32])[CH:21]=3)[NH:25][CH:24]=2)=[O:12])[CH:6]=1. The catalyst class is: 3.